This data is from Reaction yield outcomes from USPTO patents with 853,638 reactions. The task is: Predict the reaction yield, written as a fraction of the theoretical maximum amount of product (1.0 means a 100% yield; for example, 0.34 means a 34% yield). (1) The reactants are [F:1][C:2]1[CH:3]=[C:4]2[C:17](=[CH:18][CH:19]=1)[C:16]1[C:7](=[C:8]3[C:13](=[CH:14][CH:15]=1)[CH:12]=[C:11]([O:20]C)[CH:10]=[CH:9]3)[CH:6]([C:22]1[CH:36]=[CH:35][C:25]([O:26][CH2:27][CH2:28][N:29]3[CH2:34][CH2:33][CH2:32][CH2:31][CH2:30]3)=[CH:24][CH:23]=1)[S:5]2.[ClH:37].CC(=CC)C.B(Br)(Br)Br.C(=O)(O)[O-].[Na+]. The catalyst is C(Cl)Cl.CCOCC. The product is [ClH:37].[F:1][C:2]1[CH:3]=[C:4]2[C:17](=[CH:18][CH:19]=1)[C:16]1[C:7](=[C:8]3[C:13](=[CH:14][CH:15]=1)[CH:12]=[C:11]([OH:20])[CH:10]=[CH:9]3)[CH:6]([C:22]1[CH:23]=[CH:24][C:25]([O:26][CH2:27][CH2:28][N:29]3[CH2:30][CH2:31][CH2:32][CH2:33][CH2:34]3)=[CH:35][CH:36]=1)[S:5]2. The yield is 0.650. (2) The product is [CH2:1]([C:3]1[S:4][C:5]([C:8]([O:10][CH2:11][CH3:12])=[O:9])=[CH:6][N:7]=1)[CH3:2]. The catalyst is CO.[Pd]. The reactants are [CH:1]([C:3]1[S:4][C:5]([C:8]([O:10][CH2:11][CH3:12])=[O:9])=[CH:6][N:7]=1)=[CH2:2].C(OCC)(=O)C.[H][H]. The yield is 0.600. (3) The reactants are Cl[C:2]1[CH:7]=[CH:6][C:5]([N+:8]([O-:10])=[O:9])=[CH:4][N:3]=1.[S:11]1[CH:15]=[CH:14][N:13]=[C:12]1[NH2:16].[Na]. The catalyst is C1COCC1. The product is [N+:8]([C:5]1[CH:6]=[CH:7][C:2]([NH:16][C:12]2[S:11][CH:15]=[CH:14][N:13]=2)=[N:3][CH:4]=1)([O-:10])=[O:9]. The yield is 0.830.